This data is from Full USPTO retrosynthesis dataset with 1.9M reactions from patents (1976-2016). The task is: Predict the reactants needed to synthesize the given product. Given the product [CH2:10]([N:1]([CH2:10][CH2:11][CH2:12][CH2:13][CH2:14][CH2:15][CH2:16][CH2:17][CH2:29][CH3:30])[C:2]1[CH:7]=[CH:6][CH:5]=[C:4]([CH3:8])[CH:3]=1)[CH2:11][CH2:12][CH2:13][CH2:14][CH2:15][CH2:16][CH2:17][CH2:18][CH3:19], predict the reactants needed to synthesize it. The reactants are: [NH2:1][C:2]1[CH:7]=[CH:6][CH:5]=[C:4]([CH3:8])[CH:3]=1.Br[CH2:10][CH2:11][CH2:12][CH2:13][CH2:14][CH2:15][CH2:16][CH2:17][CH2:18][CH3:19].C(=O)(O)[O-].[Na+].C(O[C:29](=O)[CH3:30])(=O)C.